From a dataset of Catalyst prediction with 721,799 reactions and 888 catalyst types from USPTO. Predict which catalyst facilitates the given reaction. (1) Reactant: [NH2:1][C:2]1[CH:7]=[C:6]([NH2:8])[N:5]=[C:4]([S:9][CH3:10])[N:3]=1.[H-].[Na+].[C:13]([C:17]1[CH:25]=[CH:24][C:20]([C:21](Cl)=[O:22])=[CH:19][CH:18]=1)([CH3:16])([CH3:15])[CH3:14].C(N(CC)C(C)C)(C)C. Product: [NH2:8][C:6]1[N:5]=[C:4]([S:9][CH3:10])[N:3]=[C:2]([NH:1][C:21]([C:20]2[CH:24]=[CH:25][C:17]([C:13]([CH3:16])([CH3:15])[CH3:14])=[CH:18][CH:19]=2)=[O:22])[CH:7]=1. The catalyst class is: 7. (2) Reactant: [C:1](OC(=O)C)(=[O:3])[CH3:2].[NH2:8][CH2:9][C@H:10]1[O:14][C:13](=[O:15])[N:12]([C:16]2[CH:17]=[C:18]3[C:22](=[CH:23][CH:24]=2)[N:21]([CH2:25][CH:26]2[CH2:28][CH2:27]2)[C:20](=[O:29])[CH2:19]3)[CH2:11]1.C(N(CC)C(C)C)(C)C. Product: [CH:26]1([CH2:25][N:21]2[C:22]3[C:18](=[CH:17][C:16]([N:12]4[CH2:11][C@H:10]([CH2:9][NH:8][C:1](=[O:3])[CH3:2])[O:14][C:13]4=[O:15])=[CH:24][CH:23]=3)[CH2:19][C:20]2=[O:29])[CH2:27][CH2:28]1. The catalyst class is: 4. (3) Reactant: [CH2:1]([O:4][C@@H:5]1[C@@H:19]([O:20][CH2:21][CH:22]=[CH2:23])[C@@H:18]([O:24][CH2:25][CH:26]=[CH2:27])[C@@H:17]([CH2:28][O:29]C(C2C=CC=CC=2)(C2C=CC=CC=2)C2C=CC=CC=2)[O:16][C@@H:6]1[O:7][C:8]1[CH:13]=[CH:12][C:11]([O:14][CH3:15])=[CH:10][CH:9]=1)[CH:2]=[CH2:3]. The catalyst class is: 52. Product: [CH2:1]([O:4][C@@H:5]1[C@@H:19]([O:20][CH2:21][CH:22]=[CH2:23])[C@@H:18]([O:24][CH2:25][CH:26]=[CH2:27])[C@@H:17]([CH2:28][OH:29])[O:16][C@@H:6]1[O:7][C:8]1[CH:9]=[CH:10][C:11]([O:14][CH3:15])=[CH:12][CH:13]=1)[CH:2]=[CH2:3]. (4) Reactant: [Br:1][C:2]1[CH:7]=[CH:6][C:5]([C:8](=O)[CH:9](OCC)OCC)=[CH:4][C:3]=1[F:17].[OH-].[K+].C(=O)(O)O.[NH2:24][NH:25][C:26]([NH2:28])=[NH:27].Cl.C(=O)(O)[O-].[Na+]. Product: [Br:1][C:2]1[CH:7]=[CH:6][C:5]([C:8]2[N:24]=[N:25][C:26]([NH2:28])=[N:27][CH:9]=2)=[CH:4][C:3]=1[F:17]. The catalyst class is: 40. (5) Reactant: FC(F)(F)C(O)=O.[O:8]=[S:9]1(=[O:15])[CH2:12][C:11]([CH3:14])([NH2:13])[CH2:10]1.C(N(CC)CC)C.[Cl:23][C:24]1[CH:25]=[C:26]([CH3:36])[C:27]([N:33]=S=O)=[C:28]([CH:32]=1)[C:29](Cl)=[O:30].O. Product: [NH2:33][C:27]1[C:26]([CH3:36])=[CH:25][C:24]([Cl:23])=[CH:32][C:28]=1[C:29]([NH:13][C:11]1([CH3:14])[CH2:12][S:9](=[O:15])(=[O:8])[CH2:10]1)=[O:30]. The catalyst class is: 7. (6) Reactant: [CH:1]1([CH2:7][C@@H:8]([NH2:25])[CH2:9][N:10]2[CH2:15][CH2:14][N:13]([C:16]3[S:17][C:18]4[CH:24]=[CH:23][CH:22]=[CH:21][C:19]=4[N:20]=3)[CH2:12][CH2:11]2)[CH2:6][CH2:5][CH2:4][CH2:3][CH2:2]1.C(N(CC)CC)C.[CH:33]1([C:39](Cl)=[O:40])[CH2:38][CH2:37][CH2:36][CH2:35][CH2:34]1. Product: [CH:1]1([CH2:7][C@@H:8]([NH:25][C:39]([CH:33]2[CH2:38][CH2:37][CH2:36][CH2:35][CH2:34]2)=[O:40])[CH2:9][N:10]2[CH2:11][CH2:12][N:13]([C:16]3[S:17][C:18]4[CH:24]=[CH:23][CH:22]=[CH:21][C:19]=4[N:20]=3)[CH2:14][CH2:15]2)[CH2:6][CH2:5][CH2:4][CH2:3][CH2:2]1. The catalyst class is: 4.